This data is from KCNQ2 potassium channel screen with 302,405 compounds. The task is: Binary Classification. Given a drug SMILES string, predict its activity (active/inactive) in a high-throughput screening assay against a specified biological target. (1) The molecule is S(CC(=O)Nc1c(c(ccc1)C)C)c1oc(nn1)CCNC(OC(C)(C)C)=O. The result is 0 (inactive). (2) The compound is O=C1N(C(=O)C2C1C1N(C2C(=O)C)c2c(C=C1)cccc2)c1ccc(OC)cc1. The result is 0 (inactive). (3) The compound is Clc1cc(c2onc(C(=O)NCCCN(CC)CC)c2)ccc1. The result is 0 (inactive). (4) The compound is S(CC=1NC(=O)NC(c2c(ccc(c2)C)C)C1C(OCC)=O)Cc1ccccc1. The result is 0 (inactive). (5) The drug is O=C(NC(CCc1ccccc1)C)Cc1ccc(OC)cc1. The result is 0 (inactive). (6) The molecule is s1c2c(n3CCS(=O)(=O)N=c13)CCN(C2)Cc1ccccc1. The result is 0 (inactive). (7) The molecule is O=C(N(Cc1ccccc1)C)c1nc2n(c1CNCc1nn(c(c1)C)C)cccc2. The result is 0 (inactive). (8) The drug is o1c(/C=C2\NC(=NC2=O)c2ccccc2)ccc1. The result is 0 (inactive). (9) The molecule is S(=O)(=O)(NNC(=O)c1ccc([N+]([O-])=O)cc1)Cc1ccccc1. The result is 0 (inactive).